Dataset: Reaction yield outcomes from USPTO patents with 853,638 reactions. Task: Predict the reaction yield, written as a fraction of the theoretical maximum amount of product (1.0 means a 100% yield; for example, 0.34 means a 34% yield). (1) The reactants are [Br:1][C:2]1[CH:3]=[C:4]([CH2:9][CH2:10][CH2:11][C:12]([OH:14])=O)[CH:5]=[CH:6][C:7]=1[Cl:8].C(Cl)(=O)C(Cl)=O.[Cl-].[Al+3].[Cl-].[Cl-].Cl. The catalyst is C(Cl)Cl.CN(C=O)C. The product is [Br:1][C:2]1[CH:3]=[C:4]2[C:5](=[CH:6][C:7]=1[Cl:8])[C:12](=[O:14])[CH2:11][CH2:10][CH2:9]2. The yield is 0.786. (2) The reactants are C[O:2][C:3]([C:5]1[S:6][C:7]([C:25]#[C:26][C:27]([CH3:30])([CH3:29])[CH3:28])=[CH:8][C:9]=1[N:10]([C@H:20]1[CH2:23][C@@H:22]([OH:24])[CH2:21]1)[C:11]([C@H:13]1[CH2:18][CH2:17][C@H:16]([CH3:19])[CH2:15][CH2:14]1)=[O:12])=[O:4].C1COCC1.CO.[OH-].[Li+]. The catalyst is O. The product is [CH3:29][C:27]([CH3:28])([CH3:30])[C:26]#[C:25][C:7]1[S:6][C:5]([C:3]([OH:4])=[O:2])=[C:9]([N:10]([C@H:20]2[CH2:21][C@@H:22]([OH:24])[CH2:23]2)[C:11]([CH:13]2[CH2:18][CH2:17][CH:16]([CH3:19])[CH2:15][CH2:14]2)=[O:12])[CH:8]=1. The yield is 0.740. (3) The reactants are [CH2:1]([C:5]1([CH2:28][CH2:29][CH2:30][CH3:31])[CH2:11][N:10]([C:12]2[CH:17]=[CH:16][C:15]([OH:18])=[CH:14][CH:13]=2)[C:9]2[CH:19]=[C:20]([N:23]([CH3:25])[CH3:24])[CH:21]=[CH:22][C:8]=2[S:7](=[O:27])(=[O:26])[CH2:6]1)[CH2:2][CH2:3][CH3:4].[Cl:32][CH2:33][C:34]1[CH:39]=[CH:38][C:37]([CH2:40]Cl)=[CH:36][CH:35]=1. No catalyst specified. The product is [CH2:1]([C:5]1([CH2:28][CH2:29][CH2:30][CH3:31])[CH2:11][N:10]([C:12]2[CH:13]=[CH:14][C:15]([O:18][CH2:40][C:37]3[CH:38]=[CH:39][C:34]([CH2:33][Cl:32])=[CH:35][CH:36]=3)=[CH:16][CH:17]=2)[C:9]2[CH:19]=[C:20]([N:23]([CH3:25])[CH3:24])[CH:21]=[CH:22][C:8]=2[S:7](=[O:26])(=[O:27])[CH2:6]1)[CH2:2][CH2:3][CH3:4]. The yield is 0.500. (4) The product is [N:27]1([C:7]2[C:6]([NH:5][C:1]([CH3:4])([CH3:3])[CH3:2])=[N:15][C:14]3[C:9](=[CH:10][CH:11]=[CH:12][C:13]=3[C:16]3[NH:24][C:23]4[CH2:22][CH2:21][NH:20][C:19](=[O:25])[C:18]=4[CH:17]=3)[N:8]=2)[CH2:30][CH2:29][CH2:28]1. The yield is 0.610. The reactants are [C:1]([NH:5][C:6]1[C:7](Cl)=[N:8][C:9]2[C:14]([N:15]=1)=[C:13]([C:16]1[NH:24][C:23]3[CH2:22][CH2:21][NH:20][C:19](=[O:25])[C:18]=3[CH:17]=1)[CH:12]=[CH:11][CH:10]=2)([CH3:4])([CH3:3])[CH3:2].[NH:27]1[CH2:30][CH2:29][CH2:28]1.CCN(C(C)C)C(C)C. The catalyst is CS(C)=O. (5) The reactants are [C:1]([O:5][C:6]([N:8]1[CH2:13][CH2:12][C:11]([C:29]2[CH:34]=[CH:33][C:32]([Cl:35])=[CH:31][CH:30]=2)([C:14]2[CH:19]=[CH:18][C:17](B3OC(C)(C)C(C)(C)O3)=[CH:16][CH:15]=2)[CH2:10][CH2:9]1)=[O:7])([CH3:4])([CH3:3])[CH3:2].[CH3:36][N:37]([CH3:50])[S:38]([N:41]1[C:45]([CH:46]2[CH2:48][CH2:47]2)=[C:44](Br)[CH:43]=[N:42]1)(=[O:40])=[O:39]. No catalyst specified. The product is [C:1]([O:5][C:6]([N:8]1[CH2:13][CH2:12][C:11]([C:29]2[CH:30]=[CH:31][C:32]([Cl:35])=[CH:33][CH:34]=2)([C:14]2[CH:15]=[CH:16][C:17]([C:44]3[CH:43]=[N:42][N:41]([S:38](=[O:39])(=[O:40])[N:37]([CH3:36])[CH3:50])[C:45]=3[CH:46]3[CH2:47][CH2:48]3)=[CH:18][CH:19]=2)[CH2:10][CH2:9]1)=[O:7])([CH3:4])([CH3:2])[CH3:3]. The yield is 0.390. (6) The reactants are [C:1]([Si:3]([CH3:6])([CH3:5])[CH3:4])#[CH:2].[Li]CCCC.[S:12]1[CH:16]=[CH:15][C:14]([CH:17]=[O:18])=[CH:13]1. The catalyst is C1COCC1. The product is [S:12]1[CH:16]=[CH:15][C:14]([CH:17]([OH:18])[C:2]#[C:1][Si:3]([CH3:6])([CH3:5])[CH3:4])=[CH:13]1. The yield is 0.990. (7) The reactants are [I:1][C:2]1[CH:7]=[CH:6][C:5]([OH:8])=[C:4]([CH3:9])[CH:3]=1.[C:10]([O:14][C:15]([N:17]1[CH2:23][CH2:22][CH2:21][C@H:18]1[CH2:19]O)=[O:16])([CH3:13])([CH3:12])[CH3:11].CC(OC(/N=N/C(OC(C)C)=O)=O)C. The yield is 0.780. The catalyst is C1COCC1. The product is [C:10]([O:14][C:15]([N:17]1[CH2:23][CH2:22][CH2:21][CH:18]1[CH2:19][O:8][C:5]1[CH:6]=[CH:7][C:2]([I:1])=[CH:3][C:4]=1[CH3:9])=[O:16])([CH3:13])([CH3:11])[CH3:12]. (8) The reactants are Cl[C:2]1[CH:7]=[CH:6][C:5]([N+:8]([O-:10])=[O:9])=[CH:4][N:3]=1.C([N:14](CC)[CH:15]([CH3:17])[CH3:16])(C)C.[CH2:20](O)[CH3:21]. No catalyst specified. The product is [CH2:17]1[C:20]2[C:21](=[CH:4][CH:5]=[CH:6][CH:7]=2)[CH2:16][CH:15]1[NH:14][C:2]1[CH:7]=[CH:6][C:5]([N+:8]([O-:10])=[O:9])=[CH:4][N:3]=1. The yield is 0.880.